This data is from Reaction yield outcomes from USPTO patents with 853,638 reactions. The task is: Predict the reaction yield, written as a fraction of the theoretical maximum amount of product (1.0 means a 100% yield; for example, 0.34 means a 34% yield). (1) The reactants are [B]1OC2[C:3](=[CH:4]C=CC=2)O1.C(OC#C)C.[CH2:15]([O:17][C:18](=[O:28])[C:19]1[CH:24]=[C:23](I)[C:22]([NH2:26])=[N:21][C:20]=1[NH2:27])[CH3:16].[OH-].[Na+].Cl. The catalyst is O1CCCC1.C1C=CC([P]([Pd]([P](C2C=CC=CC=2)(C2C=CC=CC=2)C2C=CC=CC=2)([P](C2C=CC=CC=2)(C2C=CC=CC=2)C2C=CC=CC=2)[P](C2C=CC=CC=2)(C2C=CC=CC=2)C2C=CC=CC=2)(C2C=CC=CC=2)C2C=CC=CC=2)=CC=1. The product is [CH2:15]([O:17][C:18]([C:19]1[CH:24]=[C:23]2[CH:4]=[CH:3][NH:26][C:22]2=[N:21][C:20]=1[NH2:27])=[O:28])[CH3:16]. The yield is 0.350. (2) The reactants are [CH3:1][O:2][CH2:3][N:4]1[C:12]2[C:7](=[CH:8][CH:9]=[CH:10][C:11]=2[NH:13][S:14]([C:17]2[CH:22]=[CH:21][CH:20]=[CH:19][C:18]=2[O:23][CH3:24])(=[O:16])=[O:15])[CH:6]=[C:5]1[C:25]([O:27][CH2:28][CH3:29])=[O:26].[C:30](=O)([O-])[O-].[K+].[K+].CI. The catalyst is CN(C)C=O.C(OCC)(=O)C. The product is [CH3:1][O:2][CH2:3][N:4]1[C:12]2[C:7](=[CH:8][CH:9]=[CH:10][C:11]=2[N:13]([S:14]([C:17]2[CH:22]=[CH:21][CH:20]=[CH:19][C:18]=2[O:23][CH3:24])(=[O:15])=[O:16])[CH3:30])[CH:6]=[C:5]1[C:25]([O:27][CH2:28][CH3:29])=[O:26]. The yield is 0.890. (3) The product is [CH3:10][O:9][C:7]([C:6]1[CH:11]=[CH:12][C:3]([CH2:2][P:13](=[O:14])([O:18][CH2:19][CH3:20])[O:15][CH2:16][CH3:17])=[CH:4][CH:5]=1)=[O:8]. The yield is 0.690. No catalyst specified. The reactants are Br[CH2:2][C:3]1[CH:12]=[CH:11][C:6]([C:7]([O:9][CH3:10])=[O:8])=[CH:5][CH:4]=1.[P:13](OCC)([O:18][CH2:19][CH3:20])([O:15][CH2:16][CH3:17])=[O:14]. (4) The reactants are [CH2:1]([N:3]1[CH2:13][CH:12]2[CH2:14][CH2:15][CH:5]([C:6]3[CH:7]=[CH:8][C:9]([N+:16]([O-])=O)=[CH:10][C:11]=32)[CH2:4]1)[CH3:2]. The catalyst is CO.[Pd]. The product is [CH2:1]([N:3]1[CH2:13][CH:12]2[CH2:14][CH2:15][CH:5]([C:6]3[CH:7]=[CH:8][C:9]([NH2:16])=[CH:10][C:11]=32)[CH2:4]1)[CH3:2]. The yield is 1.00. (5) The yield is 0.780. The catalyst is C1COCC1.CCOCC. The reactants are [F-].C([N+](CCCC)(CCCC)CCCC)CCC.[CH2:19]([O:26][C:27](=[O:48])[C:28]1[CH:33]=[C:32]([C:34]#[C:35][Si](C)(C)C)[CH:31]=[CH:30][C:29]=1[O:40][CH2:41][C:42]1[CH:47]=[CH:46][CH:45]=[CH:44][CH:43]=1)[C:20]1[CH:25]=[CH:24][CH:23]=[CH:22][CH:21]=1. The product is [CH2:19]([O:26][C:27](=[O:48])[C:28]1[CH:33]=[C:32]([C:34]#[CH:35])[CH:31]=[CH:30][C:29]=1[O:40][CH2:41][C:42]1[CH:47]=[CH:46][CH:45]=[CH:44][CH:43]=1)[C:20]1[CH:21]=[CH:22][CH:23]=[CH:24][CH:25]=1. (6) The reactants are [Cl:1][C:2]1[CH:3]=[C:4]([NH:14][C:15](=[O:20])[CH2:16][C:17](=O)[CH3:18])[CH:5]=[CH:6][C:7]=1[N:8]1[CH2:13][CH2:12][O:11][CH2:10][CH2:9]1.[F:21][C:22]1[CH:23]=[C:24]([CH:30]=[CH:31][CH:32]=1)[O:25][CH2:26][C:27]([NH2:29])=O.C1(C)C=CC=CC=1.[NH4+].[Cl-]. The catalyst is C1(C)C(C)=CC=CC=1.C([O-])(C)C.C([O-])(C)C.C([O-])(C)C.C([O-])(C)C.[Ti+4]. The product is [Cl:1][C:2]1[CH:3]=[C:4]([N:14]2[C:15](=[O:20])[CH:16]=[C:17]([CH3:18])[N:29]=[C:27]2[CH2:26][O:25][C:24]2[CH:30]=[CH:31][CH:32]=[C:22]([F:21])[CH:23]=2)[CH:5]=[CH:6][C:7]=1[N:8]1[CH2:13][CH2:12][O:11][CH2:10][CH2:9]1. The yield is 0.230.